Dataset: Merck oncology drug combination screen with 23,052 pairs across 39 cell lines. Task: Regression. Given two drug SMILES strings and cell line genomic features, predict the synergy score measuring deviation from expected non-interaction effect. (1) Drug 1: CCC1(O)CC2CN(CCc3c([nH]c4ccccc34)C(C(=O)OC)(c3cc4c(cc3OC)N(C)C3C(O)(C(=O)OC)C(OC(C)=O)C5(CC)C=CCN6CCC43C65)C2)C1. Drug 2: O=C(CCCCCCC(=O)Nc1ccccc1)NO. Cell line: KPL1. Synergy scores: synergy=20.4. (2) Drug 1: N.N.O=C(O)C1(C(=O)O)CCC1.[Pt]. Drug 2: CS(=O)(=O)CCNCc1ccc(-c2ccc3ncnc(Nc4ccc(OCc5cccc(F)c5)c(Cl)c4)c3c2)o1. Cell line: KPL1. Synergy scores: synergy=8.81. (3) Drug 1: O=C(CCCCCCC(=O)Nc1ccccc1)NO. Drug 2: Nc1ccn(C2OC(CO)C(O)C2(F)F)c(=O)n1. Cell line: UWB1289. Synergy scores: synergy=8.33. (4) Drug 1: COc1cc(C2c3cc4c(cc3C(OC3OC5COC(C)OC5C(O)C3O)C3COC(=O)C23)OCO4)cc(OC)c1O. Drug 2: CC(C)CC(NC(=O)C(Cc1ccccc1)NC(=O)c1cnccn1)B(O)O. Cell line: MSTO. Synergy scores: synergy=49.1. (5) Drug 1: CC(=O)OC1C(=O)C2(C)C(O)CC3OCC3(OC(C)=O)C2C(OC(=O)c2ccccc2)C2(O)CC(OC(=O)C(O)C(NC(=O)c3ccccc3)c3ccccc3)C(C)=C1C2(C)C. Drug 2: CNC(=O)c1cc(Oc2ccc(NC(=O)Nc3ccc(Cl)c(C(F)(F)F)c3)cc2)ccn1. Cell line: SKMEL30. Synergy scores: synergy=4.57. (6) Drug 1: C=CCn1c(=O)c2cnc(Nc3ccc(N4CCN(C)CC4)cc3)nc2n1-c1cccc(C(C)(C)O)n1. Drug 2: CS(=O)(=O)CCNCc1ccc(-c2ccc3ncnc(Nc4ccc(OCc5cccc(F)c5)c(Cl)c4)c3c2)o1. Cell line: NCIH23. Synergy scores: synergy=0.911. (7) Drug 1: O=C(O)C1(Cc2cccc(Nc3nccs3)n2)CCC(Oc2cccc(Cl)c2F)CC1. Drug 2: COC1=C2CC(C)CC(OC)C(O)C(C)C=C(C)C(OC(N)=O)C(OC)C=CC=C(C)C(=O)NC(=CC1=O)C2=O. Cell line: A427. Synergy scores: synergy=18.5.